Task: Predict the reactants needed to synthesize the given product.. Dataset: Full USPTO retrosynthesis dataset with 1.9M reactions from patents (1976-2016) (1) The reactants are: [H-].[Na+].[Br:3][C:4]1[CH:9]=[CH:8][C:7]([OH:10])=[CH:6][CH:5]=1.Cl.Cl[CH2:13][CH2:14][N:15]1[CH2:21][CH2:20][CH2:19][CH2:18][CH2:17][CH2:16]1.[I-].[Na+]. Given the product [Br:3][C:4]1[CH:9]=[CH:8][C:7]([O:10][CH2:13][CH2:14][N:15]2[CH2:21][CH2:20][CH2:19][CH2:18][CH2:17][CH2:16]2)=[CH:6][CH:5]=1, predict the reactants needed to synthesize it. (2) Given the product [CH3:1][C:2]1([O:8][C:12]2[CH:13]=[C:14]([N:21]([CH2:29][CH:30]3[CH2:35][CH2:34][O:33][CH2:32][CH2:31]3)[C:22](=[O:28])[O:23][C:24]([CH3:26])([CH3:27])[CH3:25])[C:15]3[N:16]([CH:18]=[CH:19][N:20]=3)[N:17]=2)[CH2:7][CH2:6][CH2:5][CH2:4][CH2:3]1, predict the reactants needed to synthesize it. The reactants are: [CH3:1][C:2]1([OH:8])[CH2:7][CH2:6][CH2:5][CH2:4][CH2:3]1.[H-].[Na+].Cl[C:12]1[CH:13]=[C:14]([N:21]([CH2:29][CH:30]2[CH2:35][CH2:34][O:33][CH2:32][CH2:31]2)[C:22](=[O:28])[O:23][C:24]([CH3:27])([CH3:26])[CH3:25])[C:15]2[N:16]([CH:18]=[CH:19][N:20]=2)[N:17]=1.CC(C1C=C(C(C)C)C(C2C=CC=CC=2P(C2CCCCC2)C2CCCCC2)=C(C(C)C)C=1)C. (3) Given the product [C:1]([CH2:4][C:5]1[CH:6]=[C:7]2[C:11](=[CH:12][CH:13]=1)[N:10]([CH2:14][CH2:15][CH2:16][CH2:17][S:18]([OH:21])(=[O:19])=[O:20])/[C:9](=[CH:22]/[CH:35]=[CH:34]/[CH:33]=[CH:38]/[CH:37]=[CH:83]/[C:62]1[C:63]([CH3:82])([CH2:74][CH2:75][CH2:76][CH2:77][S:78]([OH:81])(=[O:80])=[O:79])[C:64]3[C:69](=[CH:68][CH:67]=[C:66]([S:70]([O-:73])(=[O:71])=[O:72])[CH:65]=3)[N+:61]=1[CH2:59][CH3:60])/[C:8]2([CH3:31])[CH2:23][CH2:24][CH2:25][CH2:26][S:27]([OH:30])(=[O:28])=[O:29])([OH:3])=[O:2], predict the reactants needed to synthesize it. The reactants are: [C:1]([CH2:4][C:5]1[CH:6]=[C:7]2[C:11](=[CH:12][CH:13]=1)[N+:10]([CH2:14][CH2:15][CH2:16][CH2:17][S:18]([OH:21])(=[O:20])=[O:19])=[C:9]([CH3:22])[C:8]2([CH3:31])[CH2:23][CH2:24][CH2:25][CH2:26][S:27]([OH:30])(=[O:29])=[O:28])([OH:3])=[O:2].Cl.[C:33]1(NC=CC=CC=N[C:33]2[CH:38]=[CH:37]C=[CH:35][CH:34]=2)[CH:38]=[CH:37]C=[CH:35][CH:34]=1.C(OC(=O)C)(=O)C.[CH2:59]([N+:61]1[C:69]2[C:64](=[CH:65][C:66]([S:70]([O-:73])(=[O:72])=[O:71])=[CH:67][CH:68]=2)[C:63]([CH3:82])([CH2:74][CH2:75][CH2:76][CH2:77][S:78]([OH:81])(=[O:80])=[O:79])[C:62]=1[CH3:83])[CH3:60]. (4) The reactants are: C([O:3][C:4]([C:6]1[C:7]2[CH2:15][CH2:14][CH2:13][CH2:12][C:8]=2[S:9][C:10]=1[NH2:11])=O)C.[CH:16]([NH2:18])=O. Given the product [N:11]1[C:10]2[S:9][C:8]3[CH2:12][CH2:13][CH2:14][CH2:15][C:7]=3[C:6]=2[C:4]([OH:3])=[N:18][CH:16]=1, predict the reactants needed to synthesize it. (5) Given the product [C:1]([O:5][C:6]([N:8]1[CH2:13][CH2:12][CH2:11][CH:10]([C:14]2[N:17]=[C:24]([C:21]3[CH:22]=[CH:23][N:18]=[CH:19][CH:20]=3)[O:16][N:15]=2)[CH2:9]1)=[O:7])([CH3:4])([CH3:2])[CH3:3], predict the reactants needed to synthesize it. The reactants are: [C:1]([O:5][C:6]([N:8]1[CH2:13][CH2:12][CH2:11][CH:10]([C:14](=[NH:17])[NH:15][OH:16])[CH2:9]1)=[O:7])([CH3:4])([CH3:3])[CH3:2].[N:18]1[CH:23]=[CH:22][C:21]([C:24](O)=O)=[CH:20][CH:19]=1. (6) Given the product [CH:35]1([N:16]2[CH2:17][CH2:18][N:13]([C:19]([CH:21]3[C:23]4([CH2:24][CH2:25][N:26]([CH:29]5[CH2:34][CH2:33][O:32][CH2:31][CH2:30]5)[CH2:27][CH2:28]4)[CH2:22]3)=[O:20])[CH2:14][CH2:15]2)[CH2:40][CH2:39][CH2:38][CH2:37][CH2:36]1, predict the reactants needed to synthesize it. The reactants are: FC(C(C(F)(F)F)C(O)=O)(F)F.[N:13]1([C:19]([CH:21]2[C:23]3([CH2:28][CH2:27][N:26]([CH:29]4[CH2:34][CH2:33][O:32][CH2:31][CH2:30]4)[CH2:25][CH2:24]3)[CH2:22]2)=[O:20])[CH2:18][CH2:17][NH:16][CH2:15][CH2:14]1.[C:35]1(=O)[CH2:40][CH2:39][CH2:38][CH2:37][CH2:36]1.C([BH3-])#N.C[NH+](C)C. (7) Given the product [CH3:1][N:2]1[C:10]2[C:5](=[CH:6][CH:7]=[CH:8][CH:9]=2)[C:4]([CH2:11][N:12]2[CH2:15][C:14]3([CH2:24][C:23](=[O:25])[C:22]4[C:17](=[CH:18][CH:19]=[C:20](/[CH:26]=[CH:27]/[C:28]([NH:45][O:46][CH:47]5[CH2:52][CH2:51][CH2:50][CH2:49][O:48]5)=[O:29])[CH:21]=4)[O:16]3)[CH2:13]2)=[CH:3]1, predict the reactants needed to synthesize it. The reactants are: [CH3:1][N:2]1[C:10]2[C:5](=[CH:6][CH:7]=[CH:8][CH:9]=2)[C:4]([CH2:11][N:12]2[CH2:15][C:14]3([CH2:24][C:23](=[O:25])[C:22]4[C:17](=[CH:18][CH:19]=[C:20](/[CH:26]=[CH:27]/[C:28](O)=[O:29])[CH:21]=4)[O:16]3)[CH2:13]2)=[CH:3]1.C(Cl)CCl.C1C=CC2N(O)N=NC=2C=1.[NH2:45][O:46][CH:47]1[CH2:52][CH2:51][CH2:50][CH2:49][O:48]1. (8) Given the product [Cl:16][CH2:12][C:4]1[CH:5]=[C:6]2[C:11]([CH2:10][CH2:9][CH2:8][CH2:7]2)=[C:2]([CH3:1])[CH:3]=1, predict the reactants needed to synthesize it. The reactants are: [CH3:1][C:2]1[C:11]2[CH2:10][CH2:9][CH2:8][CH2:7][C:6]=2[CH:5]=[C:4]([CH2:12]O)[CH:3]=1.S(Cl)([Cl:16])=O.